Dataset: Catalyst prediction with 721,799 reactions and 888 catalyst types from USPTO. Task: Predict which catalyst facilitates the given reaction. (1) Reactant: [NH:1]1[C:9]2[C:4](=[CH:5][CH:6]=[CH:7][CH:8]=2)[C:3]([C:10]([O:12][CH3:13])=[O:11])=[C:2]1[C:14]([O:16][CH3:17])=[O:15].C([O-])([O-])=O.[Cs+].[Cs+].[F:24][C:25]1[CH:32]=[CH:31][C:28]([CH2:29]Cl)=[CH:27][CH:26]=1. Product: [F:24][C:25]1[CH:32]=[CH:31][C:28]([CH2:29][N:1]2[C:9]3[C:4](=[CH:5][CH:6]=[CH:7][CH:8]=3)[C:3]([C:10]([O:12][CH3:13])=[O:11])=[C:2]2[C:14]([O:16][CH3:17])=[O:15])=[CH:27][CH:26]=1. The catalyst class is: 3. (2) Reactant: [CH3:1][C:2]1(O)[CH2:6][CH2:5][CH2:4][CH2:3]1.[C:8]1([OH:14])[CH:13]=[CH:12][CH:11]=[CH:10][CH:9]=1.[Al+3].[Cl-].[Cl-].[Cl-].Cl. Product: [CH3:1][C:2]1([C:11]2[CH:12]=[CH:13][C:8]([OH:14])=[CH:9][CH:10]=2)[CH2:6][CH2:5][CH2:4][CH2:3]1. The catalyst class is: 605.